This data is from Forward reaction prediction with 1.9M reactions from USPTO patents (1976-2016). The task is: Predict the product of the given reaction. (1) Given the reactants [C:1]([C:3]1[CH:4]=[C:5]([CH:9]=[CH:10][CH:11]=1)[C:6]([OH:8])=O)#[N:2].CN(C(ON1N=NC2C=CC=NC1=2)=[N+](C)C)C.F[P-](F)(F)(F)(F)F.CCN(C(C)C)C(C)C.[NH2:45][C:46]1[CH:51]=[CH:50][CH:49]=[CH:48][C:47]=1/[CH:52]=[CH:53]/[C:54]([O:56][CH3:57])=[O:55], predict the reaction product. The product is: [C:1]([C:3]1[CH:4]=[C:5]([CH:9]=[CH:10][CH:11]=1)[C:6]([NH:45][C:46]1[CH:51]=[CH:50][CH:49]=[CH:48][C:47]=1/[CH:52]=[CH:53]/[C:54]([O:56][CH3:57])=[O:55])=[O:8])#[N:2]. (2) Given the reactants Cl[C:2]1[C:7]([NH:8][C:9](=[O:22])[C:10]2[CH:15]=[CH:14][C:13]([O:16][CH2:17][CH:18]3[CH2:20][CH2:19]3)=[C:12]([Cl:21])[CH:11]=2)=[CH:6][N:5]=[C:4]([O:23][CH2:24][C@@H:25]([NH:27][C:28](=[O:34])OC(C)(C)C)[CH3:26])[CH:3]=1.[C:35](=O)([O-])[O-].[K+].[K+].O, predict the reaction product. The product is: [Cl:21][C:12]1[CH:11]=[C:10]([C:9]2[O:22][C:2]3[CH:3]=[C:4]([O:23][CH2:24][C@@H:25]([NH:27][C:28](=[O:34])[CH3:35])[CH3:26])[N:5]=[CH:6][C:7]=3[N:8]=2)[CH:15]=[CH:14][C:13]=1[O:16][CH2:17][CH:18]1[CH2:19][CH2:20]1. (3) Given the reactants [N:1]1[C:9]2[C:4](=[N:5][CH:6]=[CH:7][CH:8]=2)[N:3]([CH2:10][C:11]([OH:13])=O)[CH:2]=1.[F:14][C:15]1[CH:20]=[CH:19][C:18]([N:21]2[C:29]3[CH2:28][CH2:27][CH2:26][NH:25][C:24]=3[CH:23]=[N:22]2)=[CH:17][CH:16]=1.C(N(CC)CC)C.CN(C(ON1N=NC2C=CC=NC1=2)=[N+](C)C)C.F[P-](F)(F)(F)(F)F, predict the reaction product. The product is: [F:14][C:15]1[CH:16]=[CH:17][C:18]([N:21]2[C:29]3[CH2:28][CH2:27][CH2:26][N:25]([C:11](=[O:13])[CH2:10][N:3]4[C:4]5=[N:5][CH:6]=[CH:7][CH:8]=[C:9]5[N:1]=[CH:2]4)[C:24]=3[CH:23]=[N:22]2)=[CH:19][CH:20]=1. (4) The product is: [Br:7][C:8]1[N:13]=[CH:12][C:11](/[CH:14]=[CH:17]/[C:18]([O:4][CH2:2][CH3:5])=[O:19])=[CH:10][CH:9]=1. Given the reactants C[C:2]([CH3:5])([O-:4])C.[K+].[Br:7][C:8]1[N:13]=[CH:12][C:11]([CH:14]=O)=[CH:10][CH:9]=1.C1C[O:19][CH2:18][CH2:17]1, predict the reaction product. (5) Given the reactants [OH-].[Na+].[CH3:3][O:4][C:5]1[CH:10]=[CH:9][C:8]([CH2:11][CH:12]([C:18]2[S:19][CH:20]=[CH:21][CH:22]=2)[C:13]([O:15]CC)=O)=[CH:7][CH:6]=1.Cl.CC1C=CC(S([N:34]([N:36]=O)[CH3:35])(=O)=O)=CC=1.[N+](=C)=[N-], predict the reaction product. The product is: [N+:34](=[CH:35][C:13](=[O:15])[CH:12]([C:18]1[S:19][CH:20]=[CH:21][CH:22]=1)[CH2:11][C:8]1[CH:7]=[CH:6][C:5]([O:4][CH3:3])=[CH:10][CH:9]=1)=[N-:36]. (6) Given the reactants Cl.[I:2][C:3]1[C:8]([O:9]C2CCCCO2)=[CH:7][N:6]=[C:5]([O:16][CH3:17])[CH:4]=1, predict the reaction product. The product is: [I:2][C:3]1[CH:4]=[C:5]([O:16][CH3:17])[N:6]=[CH:7][C:8]=1[OH:9]. (7) Given the reactants [C:1]([O:5][C:6]([N:8]1[CH:13]2[CH2:14][CH:9]1[CH2:10][NH:11][CH2:12]2)=[O:7])([CH3:4])([CH3:3])[CH3:2].C(N(CC)CC)C.Cl[C:23]([O:25][CH2:26][CH2:27][O:28][CH3:29])=[O:24], predict the reaction product. The product is: [CH3:29][O:28][CH2:27][CH2:26][O:25][C:23]([N:11]1[CH2:10][CH:9]2[CH2:14][CH:13]([N:8]2[C:6]([O:5][C:1]([CH3:4])([CH3:2])[CH3:3])=[O:7])[CH2:12]1)=[O:24]. (8) Given the reactants [F:1][C:2]([F:16])([F:15])[C:3]1[N:7]2[CH2:8][CH2:9][NH:10][CH2:11][C:6]2=[C:5]([C:12]([NH2:14])=O)[N:4]=1, predict the reaction product. The product is: [F:16][C:2]([F:1])([F:15])[C:3]1[N:7]2[CH2:8][CH2:9][NH:10][CH2:11][C:6]2=[C:5]([C:12]#[N:14])[N:4]=1. (9) The product is: [OH:62][C:55]1[C:54]([CH2:53][NH:52][C:15](=[O:17])[C:14]2[CH:13]=[CH:12][C:11]([CH:3]([O:4][C:5]3[CH:6]=[CH:7][CH:8]=[CH:9][CH:10]=3)[CH:2]([CH3:1])[CH3:20])=[CH:19][CH:18]=2)=[C:59]([CH3:60])[CH:58]=[C:57]([CH3:61])[N:56]=1. Given the reactants [CH3:1][CH:2]([CH3:20])[CH:3]([C:11]1[CH:19]=[CH:18][C:14]([C:15]([OH:17])=O)=[CH:13][CH:12]=1)[O:4][C:5]1[CH:10]=[CH:9][CH:8]=[CH:7][CH:6]=1.CN(C(ON1N=NC2C=CC=NC1=2)=[N+](C)C)C.F[P-](F)(F)(F)(F)F.C(N(CC)CC)C.[NH2:52][CH2:53][C:54]1[C:55]([OH:62])=[N:56][C:57]([CH3:61])=[CH:58][C:59]=1[CH3:60], predict the reaction product. (10) Given the reactants Br[C:2]1[CH:3]=[C:4]([F:11])[C:5]([F:10])=[C:6]([CH:9]=1)[CH:7]=[O:8].[Cu](C#N)[C:13]#[N:14].C(OCC)(=O)C.O, predict the reaction product. The product is: [F:11][C:4]1[CH:3]=[C:2]([CH:9]=[C:6]([CH:7]=[O:8])[C:5]=1[F:10])[C:13]#[N:14].